This data is from Forward reaction prediction with 1.9M reactions from USPTO patents (1976-2016). The task is: Predict the product of the given reaction. Given the reactants C[C:2]1[C:11]2[C:6](=[C:7]([C:13]#[C:14]CO)[CH:8]=[CH:9][C:10]=2[F:12])[N:5]=[C:4]([CH2:17][CH2:18][CH3:19])[C:3]=1C.[OH-].[Na+].C1(C)C=CC=CC=1, predict the reaction product. The product is: [F:12][C:10]1[CH:9]=[CH:8][C:7]([C:13]#[CH:14])=[C:6]2[C:11]=1[CH:2]=[CH:3][C:4]([CH2:17][CH2:18][CH3:19])=[N:5]2.